This data is from Catalyst prediction with 721,799 reactions and 888 catalyst types from USPTO. The task is: Predict which catalyst facilitates the given reaction. (1) Reactant: [Cl:1][C:2]1[CH:7]=[CH:6][C:5]([NH:8][C@@H:9]([C:42]2[CH:56]=[CH:55][C:45]([O:46][CH2:47][C:48]([O:50][C:51]([CH3:54])([CH3:53])[CH3:52])=[O:49])=[CH:44][CH:43]=2)[C@@H:10]([S:25][CH2:26][C:27]2([C:35]3[CH:40]=[CH:39][C:38]([Cl:41])=[CH:37][CH:36]=3)[O:32][CH2:31][C:30]([CH3:34])([CH3:33])[CH2:29][O:28]2)[C:11](=[O:24])N2[C@@H](C3C=CC=CC=3)COC2=O)=[CH:4][CH:3]=1.C/C(/O[Si](C)(C)C)=N\[Si](C)(C)C.[F-].C([N+](CCCC)(CCCC)CCCC)CCC. Product: [Cl:1][C:2]1[CH:3]=[CH:4][C:5]([N:8]2[C:11](=[O:24])[C@H:10]([S:25][CH2:26][C:27]3([C:35]4[CH:40]=[CH:39][C:38]([Cl:41])=[CH:37][CH:36]=4)[O:28][CH2:29][C:30]([CH3:33])([CH3:34])[CH2:31][O:32]3)[C@H:9]2[C:42]2[CH:43]=[CH:44][C:45]([O:46][CH2:47][C:48]([O:50][C:51]([CH3:53])([CH3:54])[CH3:52])=[O:49])=[CH:55][CH:56]=2)=[CH:6][CH:7]=1. The catalyst class is: 11. (2) Reactant: [N:1]1[CH:6]=[CH:5][C:4]([CH2:7][CH2:8][C:9]2[C:17]3[C:12](=[CH:13][C:14]([CH:18]=[C:19]4[C:27]5[C:22](=[CH:23][CH:24]=[CH:25][CH:26]=5)[NH:21][C:20]4=[O:28])=[CH:15][CH:16]=3)[N:11](COCC[Si](C)(C)C)[N:10]=2)=[CH:3][CH:2]=1.CCCC[N+](CCCC)(CCCC)CCCC.[F-]. Product: [N:1]1[CH:6]=[CH:5][C:4]([CH2:7][CH2:8][C:9]2[C:17]3[C:12](=[CH:13][C:14]([CH:18]=[C:19]4[C:27]5[C:22](=[CH:23][CH:24]=[CH:25][CH:26]=5)[NH:21][C:20]4=[O:28])=[CH:15][CH:16]=3)[NH:11][N:10]=2)=[CH:3][CH:2]=1. The catalyst class is: 1. (3) Reactant: [CH2:1]([C:8]1[CH:19]=[CH:18][C:11]([CH2:12][CH:13]([OH:17])[NH:14][CH2:15][CH3:16])=[CH:10][CH:9]=1)[C:2]1[CH:7]=[CH:6][CH:5]=[CH:4][CH:3]=1.C(N(CC)CC)C.[O:27]1C[CH2:30][CH2:29][CH2:28]1.C([O-])(=O)C=C.[Cl-]. Product: [C:28]([O:17][CH:13]([NH:14][CH2:15][CH3:16])[CH2:12][C:11]1[CH:18]=[CH:19][C:8]([CH2:1][C:2]2[CH:3]=[CH:4][CH:5]=[CH:6][CH:7]=2)=[CH:9][CH:10]=1)(=[O:27])[CH:29]=[CH2:30]. The catalyst class is: 93.